The task is: Regression. Given two drug SMILES strings and cell line genomic features, predict the synergy score measuring deviation from expected non-interaction effect.. This data is from NCI-60 drug combinations with 297,098 pairs across 59 cell lines. (1) Drug 1: CC1=C(N=C(N=C1N)C(CC(=O)N)NCC(C(=O)N)N)C(=O)NC(C(C2=CN=CN2)OC3C(C(C(C(O3)CO)O)O)OC4C(C(C(C(O4)CO)O)OC(=O)N)O)C(=O)NC(C)C(C(C)C(=O)NC(C(C)O)C(=O)NCCC5=NC(=CS5)C6=NC(=CS6)C(=O)NCCC[S+](C)C)O. Drug 2: N.N.Cl[Pt+2]Cl. Cell line: MALME-3M. Synergy scores: CSS=70.4, Synergy_ZIP=-1.48, Synergy_Bliss=-1.85, Synergy_Loewe=3.03, Synergy_HSA=3.69. (2) Drug 1: C1CCN(CC1)CCOC2=CC=C(C=C2)C(=O)C3=C(SC4=C3C=CC(=C4)O)C5=CC=C(C=C5)O. Drug 2: CCN(CC)CCCC(C)NC1=C2C=C(C=CC2=NC3=C1C=CC(=C3)Cl)OC. Cell line: M14. Synergy scores: CSS=26.3, Synergy_ZIP=-1.81, Synergy_Bliss=2.95, Synergy_Loewe=-1.01, Synergy_HSA=0.286.